This data is from Forward reaction prediction with 1.9M reactions from USPTO patents (1976-2016). The task is: Predict the product of the given reaction. (1) Given the reactants [S:1]1[C:5]2[CH:6]=[CH:7][CH:8]=[CH:9][C:4]=2[N:3]=[CH:2]1.[N:10]1[CH:15]=[CH:14][CH:13]=[N:12][C:11]=1[CH2:16][C:17]#[N:18].[N:19]1[CH:24]=[CH:23][CH:22]=[N:21][C:20]=1[CH2:25][C:26]([NH2:28])=[O:27].[H-].[Na+], predict the reaction product. The product is: [S:1]1[C:5]2[CH:6]=[CH:7][CH:8]=[CH:9][C:4]=2[NH:3][C:2]1=[C:16]([C:11]1[N:12]=[CH:13][CH:14]=[CH:15][N:10]=1)[C:17]#[N:18].[S:1]1[C:5]2[CH:6]=[CH:7][CH:8]=[CH:9][C:4]=2[NH:3][C:2]1=[C:25]([C:20]1[N:21]=[CH:22][CH:23]=[CH:24][N:19]=1)[C:26]([NH2:28])=[O:27]. (2) Given the reactants ClC1N=C(Cl)N=C(Cl)N=1.[CH2:10]([O:17][C:18]1[C:23](=[O:24])[N:22]2[CH:25]=[C:26]([CH3:29])[CH:27]=[CH:28][C:21]2=[N:20][C:19]=1[CH:30]=[N:31]O)[C:11]1[CH:16]=[CH:15][CH:14]=[CH:13][CH:12]=1.C(OCC)(=O)C, predict the reaction product. The product is: [CH2:10]([O:17][C:18]1[C:23](=[O:24])[N:22]2[CH:25]=[C:26]([CH3:29])[CH:27]=[CH:28][C:21]2=[N:20][C:19]=1[C:30]#[N:31])[C:11]1[CH:12]=[CH:13][CH:14]=[CH:15][CH:16]=1. (3) Given the reactants [CH3:1][NH2:2].Cl.O[C:5]1[CH:14]=[CH:13][C:12]2[C:7](=[CH:8][CH:9]=[C:10]([C:15](=[O:27])[CH2:16][CH2:17][CH2:18][CH2:19][CH2:20][CH2:21][CH2:22][CH2:23][CH2:24][CH2:25][CH3:26])[CH:11]=2)[CH:6]=1.[OH-].[Na+], predict the reaction product. The product is: [C:15]([C:10]1[CH:11]=[C:12]2[C:7](=[CH:8][CH:9]=1)[CH:6]=[C:5]([NH:2][CH3:1])[CH:14]=[CH:13]2)(=[O:27])[CH2:16][CH2:17][CH2:18][CH2:19][CH2:20][CH2:21][CH2:22][CH2:23][CH2:24][CH2:25][CH3:26]. (4) The product is: [C:45]([C:42]([C:38]1[CH:37]=[C:36]([C:35]([NH:34][C:29]2[CH:30]=[CH:31][C:32]([CH3:33])=[C:27]([CH:28]=2)[O:26][C:24]2[CH:23]=[CH:22][C:21]3[N:20]([N:19]=[C:18]([NH:17][C:8]([C:5]4[CH:6]=[N:7][C:2]([CH3:1])=[CH:3][CH:4]=4)=[O:10])[N:48]=3)[CH:25]=2)=[O:47])[CH:41]=[CH:40][CH:39]=1)([CH3:44])[CH3:43])#[N:46]. Given the reactants [CH3:1][C:2]1[N:7]=[CH:6][C:5]([C:8]([OH:10])=O)=[CH:4][CH:3]=1.C(Cl)(=O)C(Cl)=O.[NH2:17][C:18]1[N:48]=[C:21]2[CH:22]=[CH:23][C:24]([O:26][C:27]3[CH:28]=[C:29]([NH:34][C:35](=[O:47])[C:36]4[CH:41]=[CH:40][CH:39]=[C:38]([C:42]([C:45]#[N:46])([CH3:44])[CH3:43])[CH:37]=4)[CH:30]=[CH:31][C:32]=3[CH3:33])=[CH:25][N:20]2[N:19]=1.C(=O)([O-])O.[Na+], predict the reaction product.